Dataset: Reaction yield outcomes from USPTO patents with 853,638 reactions. Task: Predict the reaction yield, written as a fraction of the theoretical maximum amount of product (1.0 means a 100% yield; for example, 0.34 means a 34% yield). The catalyst is C(Cl)Cl. The reactants are C[O:2][C:3]1[CH:8]=[CH:7][C:6]([C:9]2[C:10]([CH3:26])=[N:11][N:12]([CH3:25])[C:13]=2[C:14]2[CH:24]=[CH:23][C:17]3[O:18][CH2:19][C:20](=[O:22])[NH:21][C:16]=3[CH:15]=2)=[CH:5][CH:4]=1.B(Br)(Br)Br. The product is [OH:2][C:3]1[CH:8]=[CH:7][C:6]([C:9]2[C:10]([CH3:26])=[N:11][N:12]([CH3:25])[C:13]=2[C:14]2[CH:24]=[CH:23][C:17]3[O:18][CH2:19][C:20](=[O:22])[NH:21][C:16]=3[CH:15]=2)=[CH:5][CH:4]=1. The yield is 0.200.